Dataset: Forward reaction prediction with 1.9M reactions from USPTO patents (1976-2016). Task: Predict the product of the given reaction. (1) Given the reactants C(O)(C(F)(F)F)=O.C([O:12][C:13]([NH:15][C@@H:16]1[C:22](=[O:23])[N:21]2[C@H:24]([C:27]([O:29]C(C)(C)C)=[O:28])[CH2:25][CH2:26][C@@H:20]2[CH:19]=[CH:18][C@H:17]1[CH3:34])=[O:14])(C)(C)C.C(Cl)(O[CH2:38][CH:39]1[C:51]2[C:46](=[CH:47][CH:48]=[CH:49][CH:50]=2)[C:45]2[C:40]1=[CH:41][CH:42]=[CH:43][CH:44]=2)=O.Cl, predict the reaction product. The product is: [CH:41]1[C:40]2[CH:39]([CH2:38][O:12][C:13]([NH:15][C@@H:16]3[C:22](=[O:23])[N:21]4[C@H:24]([C:27]([OH:29])=[O:28])[CH2:25][CH2:26][C@@H:20]4[CH:19]=[CH:18][C@@H:17]3[CH3:34])=[O:14])[C:51]3[C:46](=[CH:47][CH:48]=[CH:49][CH:50]=3)[C:45]=2[CH:44]=[CH:43][CH:42]=1. (2) The product is: [ClH:18].[S:1]1[CH:5]=[CH:4][C:3]2[C:6]([N:10]3[CH2:15][CH2:14][NH:13][CH2:12][CH2:11]3)=[CH:7][CH:8]=[CH:9][C:2]1=2. Given the reactants [S:1]1[CH:5]=[CH:4][C:3]2[C:6]([N:10]3[CH2:15][CH2:14][N:13](C=O)[CH2:12][CH2:11]3)=[CH:7][CH:8]=[CH:9][C:2]1=2.[ClH:18].O1CCOCC1, predict the reaction product. (3) Given the reactants [F:1][C:2]1[CH:3]=[CH:4][C:5]([N+:9]([O-:11])=[O:10])=[C:6]([OH:8])[CH:7]=1.C([O-])([O-])=O.[K+].[K+].[CH2:18](I)[CH3:19].O, predict the reaction product. The product is: [CH2:18]([O:8][C:6]1[CH:7]=[C:2]([F:1])[CH:3]=[CH:4][C:5]=1[N+:9]([O-:11])=[O:10])[CH3:19]. (4) Given the reactants [CH3:1][C:2]1[CH2:7][CH2:6][C@@H:5]([C:8]([OH:10])=O)[CH2:4][CH:3]=1.C1(C)C=CC=CC=1.[O-]P([O-])([O-])=O.[K+].[K+].[K+].C(Cl)(=O)C([Cl:29])=O, predict the reaction product. The product is: [CH3:1][C:2]1[CH2:7][CH2:6][C@@H:5]([C:8]([Cl:29])=[O:10])[CH2:4][CH:3]=1.